Dataset: Retrosynthesis with 50K atom-mapped reactions and 10 reaction types from USPTO. Task: Predict the reactants needed to synthesize the given product. (1) Given the product C#CCNc1ncnc2ccc(I)cc12, predict the reactants needed to synthesize it. The reactants are: C#CCN.Clc1ncnc2ccc(I)cc12. (2) Given the product NC(=O)c1nc(-c2ccc(F)cc2)ccc1N, predict the reactants needed to synthesize it. The reactants are: NC(=O)c1nc(Cl)ccc1N.OB(O)c1ccc(F)cc1. (3) Given the product O=C1NC(=O)C(=Cc2cccs2)S1, predict the reactants needed to synthesize it. The reactants are: O=C1CSC(=O)N1.O=Cc1cccs1. (4) Given the product COC(=O)c1cc([N+](=O)[O-])ccc1-c1cc(C)ccc1OC, predict the reactants needed to synthesize it. The reactants are: COC(=O)c1cc([N+](=O)[O-])ccc1-c1cc(F)ccc1OC.COC(=O)c1cc([N+](=O)[O-])ccc1Br. (5) Given the product CC(=O)C1=CN(C(=O)c2ccccc2)CCC1, predict the reactants needed to synthesize it. The reactants are: CC(=O)C1=CN(C(C)C)CCC1.O=C(Cl)c1ccccc1.